Dataset: Full USPTO retrosynthesis dataset with 1.9M reactions from patents (1976-2016). Task: Predict the reactants needed to synthesize the given product. (1) Given the product [CH3:3][O:4][C:5]1[CH:12]=[CH:11][C:8]([CH2:9][S:10][C:13](=[NH:17])[CH2:14][C:15]#[N:16])=[CH:7][CH:6]=1, predict the reactants needed to synthesize it. The reactants are: [OH-].[Na+].[CH3:3][O:4][C:5]1[CH:12]=[CH:11][C:8]([CH2:9][SH:10])=[CH:7][CH:6]=1.[C:13](#[N:17])[CH2:14][C:15]#[N:16]. (2) Given the product [F:67][C:64]1[CH:65]=[CH:66][C:61]([O:60][C:58](=[O:59])[N:20]([C@H:10]2[C@H:11]([C:13]3[CH:14]=[CH:15][C:16]([Cl:19])=[CH:17][CH:18]=3)[CH2:12][N:8]([CH2:1][C:2]3[CH:3]=[CH:4][CH:5]=[CH:6][CH:7]=3)[CH2:9]2)[CH2:21][CH3:22])=[CH:62][CH:63]=1, predict the reactants needed to synthesize it. The reactants are: [CH2:1]([N:8]1[CH2:12][CH:11]([C:13]2[CH:18]=[CH:17][C:16]([Cl:19])=[CH:15][CH:14]=2)[CH:10]([NH2:20])[CH2:9]1)[C:2]1[CH:7]=[CH:6][CH:5]=[CH:4][CH:3]=1.[CH:21](=O)[CH3:22].C(O)(=O)C.C(O[BH-](OC(=O)C)OC(=O)C)(=O)C.[Na+].C([O-])([O-])=O.[Na+].[Na+].CCN(C(C)C)C(C)C.Cl[C:58]([O:60][C:61]1[CH:66]=[CH:65][C:64]([F:67])=[CH:63][CH:62]=1)=[O:59]. (3) Given the product [CH3:1][N:2]1[C:10]2[C:5](=[CH:6][CH:7]=[CH:8][CH:9]=2)[CH:4]=[C:3]1[C:11]([NH:47][C:48]1[CH:49]=[CH:50][C:51]([CH3:77])=[C:52]([C:53](=[O:54])[NH:55][C:56]2[CH:57]=[N:58][C:59]([NH:62][C:63]3[CH:64]=[CH:65][C:66]([N:69]4[CH2:70][CH2:71][N:72]([CH3:75])[CH2:73][CH2:74]4)=[CH:67][CH:68]=3)=[N:60][CH:61]=2)[CH:76]=1)=[O:13], predict the reactants needed to synthesize it. The reactants are: [CH3:1][N:2]1[C:10]2[C:5](=[CH:6][CH:7]=[CH:8][CH:9]=2)[CH:4]=[C:3]1[C:11]([OH:13])=O.CN(C(ON1N=NC2C=CC=NC1=2)=[N+](C)C)C.F[P-](F)(F)(F)(F)F.C(N(C(C)C)C(C)C)C.[NH2:47][C:48]1[CH:49]=[CH:50][C:51]([CH3:77])=[C:52]([CH:76]=1)[C:53]([NH:55][C:56]1[CH:57]=[N:58][C:59]([NH:62][C:63]2[CH:68]=[CH:67][C:66]([N:69]3[CH2:74][CH2:73][N:72]([CH3:75])[CH2:71][CH2:70]3)=[CH:65][CH:64]=2)=[N:60][CH:61]=1)=[O:54]. (4) Given the product [CH3:22][O:21][C:17]1[CH:16]=[CH:15][N:14]=[C:13]([CH2:12][S+:11]([O-:28])[C:9]2[NH:8][C:7]3[CH:23]=[CH:24][C:4]([O:3][CH:2]([F:1])[F:25])=[CH:5][C:6]=3[N:10]=2)[C:18]=1[O:19][CH3:20], predict the reactants needed to synthesize it. The reactants are: [F:1][CH:2]([F:25])[O:3][C:4]1[CH:24]=[CH:23][C:7]2[NH:8][C:9]([S:11][CH2:12][C:13]3[C:18]([O:19][CH3:20])=[C:17]([O:21][CH3:22])[CH:16]=[CH:15][N:14]=3)=[N:10][C:6]=2[CH:5]=1.[OH-].[Na+].[O-:28]S([O-])(=S)=O.[Na+].[Na+].C(O)(=O)C. (5) Given the product [Br:1][C:2]1[CH:3]=[C:4]([NH2:9])[C:5]([CH3:8])=[N:6][CH:7]=1, predict the reactants needed to synthesize it. The reactants are: [Br:1][C:2]1[CH:3]=[C:4]([N+:9]([O-])=O)[C:5]([CH3:8])=[N:6][CH:7]=1.O.[OH-].[Na+]. (6) Given the product [NH2:14][CH2:15][C:16]1[CH:21]=[CH:20][C:19]([C:2]2[CH:7]=[C:6]([N+:8]([O-:10])=[O:9])[CH:5]=[CH:4][C:3]=2[O:11][CH3:12])=[CH:18][CH:17]=1, predict the reactants needed to synthesize it. The reactants are: Br[C:2]1[CH:7]=[C:6]([N+:8]([O-:10])=[O:9])[CH:5]=[CH:4][C:3]=1[O:11][CH3:12].Cl.[NH2:14][CH2:15][C:16]1[CH:21]=[CH:20][C:19](B(O)O)=[CH:18][CH:17]=1.[Na].O. (7) Given the product [ClH:26].[F:25][C:2]([F:1])([F:24])[C:3]1[CH:4]=[CH:5][C:6]([NH:9][CH:10]2[CH2:15][CH:14]3[NH:16][CH:11]2[CH2:12][CH2:13]3)=[N:7][CH:8]=1, predict the reactants needed to synthesize it. The reactants are: [F:1][C:2]([F:25])([F:24])[C:3]1[CH:4]=[CH:5][C:6]([NH:9][CH:10]2[CH2:15][CH:14]3[N:16](C(OC(C)(C)C)=O)[CH:11]2[CH2:12][CH2:13]3)=[N:7][CH:8]=1.[ClH:26].